Dataset: Reaction yield outcomes from USPTO patents with 853,638 reactions. Task: Predict the reaction yield, written as a fraction of the theoretical maximum amount of product (1.0 means a 100% yield; for example, 0.34 means a 34% yield). (1) The reactants are [Cl:1][C:2]1[CH:10]=[C:9]([N+:11]([O-:13])=[O:12])[CH:8]=[C:7]([Cl:14])[C:3]=1[C:4]([OH:6])=[O:5].S(Cl)(Cl)=O.[CH2:19](Cl)Cl. No catalyst specified. The product is [Cl:1][C:2]1[CH:10]=[C:9]([N+:11]([O-:13])=[O:12])[CH:8]=[C:7]([Cl:14])[C:3]=1[C:4]([O:6][CH3:19])=[O:5]. The yield is 0.800. (2) The reactants are [CH3:1][O:2][C:3](=[O:31])[CH:4]([C:9]1[CH:14]=[C:13]([O:15][S:16]([C:19]([F:22])([F:21])[F:20])(=[O:18])=[O:17])[CH:12]=[C:11](OCC2C=CC=CC=2)[CH:10]=1)[CH2:5][C:6]([CH3:8])=[CH2:7].[F:32][C:33]1[CH:34]=[C:35](B(O)O)[CH:36]=[C:37]([C:39]([F:42])([F:41])[F:40])[CH:38]=1. No catalyst specified. The product is [CH3:1][O:2][C:3](=[O:31])[CH:4]([C:9]1[CH:10]=[C:11]([C:35]2[CH:36]=[C:37]([C:39]([F:42])([F:41])[F:40])[CH:38]=[C:33]([F:32])[CH:34]=2)[CH:12]=[C:13]([O:15][S:16]([C:19]([F:22])([F:21])[F:20])(=[O:17])=[O:18])[CH:14]=1)[CH2:5][CH:6]([CH3:8])[CH3:7]. The yield is 0.660.